From a dataset of Full USPTO retrosynthesis dataset with 1.9M reactions from patents (1976-2016). Predict the reactants needed to synthesize the given product. (1) The reactants are: [CH:1]([Si:4]([CH:10]([CH3:12])[CH3:11])([CH:7]([CH3:9])[CH3:8])OC)([CH3:3])[CH3:2].[ClH:13]. Given the product [CH:1]([Si:4]([CH:10]([CH3:12])[CH3:11])([CH:7]([CH3:9])[CH3:8])[Cl:13])([CH3:3])[CH3:2], predict the reactants needed to synthesize it. (2) Given the product [C:16]([O:20][C:21]([N:23]1[CH2:27][C@@H:26]([C:28]#[N:29])[CH2:25][C@H:24]1[C:30]([O:32][CH2:13][C:12]([C:7]1[CH:6]=[CH:5][C:4]2[C:9](=[CH:10][CH:11]=[C:2]([Br:1])[CH:3]=2)[CH:8]=1)=[O:15])=[O:31])=[O:22])([CH3:19])([CH3:17])[CH3:18], predict the reactants needed to synthesize it. The reactants are: [Br:1][C:2]1[CH:3]=[C:4]2[C:9](=[CH:10][CH:11]=1)[CH:8]=[C:7]([C:12](=[O:15])[CH2:13]Cl)[CH:6]=[CH:5]2.[C:16]([O:20][C:21]([N:23]1[CH2:27][C@@H:26]([C:28]#[N:29])[CH2:25][C@H:24]1[C:30]([OH:32])=[O:31])=[O:22])([CH3:19])([CH3:18])[CH3:17].CCN(C(C)C)C(C)C. (3) The reactants are: C(N(S(F)(F)[F:7])CC)C.[CH2:10]([O:17][C:18]([N:20]1[CH2:24][C@@H:23](O)[CH2:22][C@@H:21]1[CH2:26][C:27]1[C:28]([CH3:34])=[N:29][N:30]([CH3:33])[C:31]=1[CH3:32])=[O:19])[C:11]1[CH:16]=[CH:15][CH:14]=[CH:13][CH:12]=1. Given the product [CH2:10]([O:17][C:18]([N:20]1[CH2:24][C@H:23]([F:7])[CH2:22][C@@H:21]1[CH2:26][C:27]1[C:28]([CH3:34])=[N:29][N:30]([CH3:33])[C:31]=1[CH3:32])=[O:19])[C:11]1[CH:16]=[CH:15][CH:14]=[CH:13][CH:12]=1, predict the reactants needed to synthesize it. (4) Given the product [CH2:21]([O:28][C:29]1[C:36]([CH3:37])=[CH:35][C:32]([C:12]2[NH:11][C:9](=[O:10])[C:8]3[C:3]([O:2][CH3:1])=[CH:4][C:5]([O:14][CH3:15])=[N:6][C:7]=3[CH:13]=2)=[CH:31][C:30]=1[CH3:38])[C:22]1[CH:23]=[CH:24][CH:25]=[CH:26][CH:27]=1, predict the reactants needed to synthesize it. The reactants are: [CH3:1][O:2][C:3]1[C:8]([C:9]([NH:11][CH3:12])=[O:10])=[C:7]([CH3:13])[N:6]=[C:5]([O:14][CH3:15])[CH:4]=1.[Li]CCCC.[CH2:21]([O:28][C:29]1[C:36]([CH3:37])=[CH:35][C:32](C#N)=[CH:31][C:30]=1[CH3:38])[C:22]1[CH:27]=[CH:26][CH:25]=[CH:24][CH:23]=1. (5) Given the product [CH2:52]([O:54][C:55](=[O:66])[CH2:56][CH2:57][C:58]1[CH:63]=[CH:62][CH:61]=[C:60]([CH2:64][NH:65][C:37](=[O:39])[CH2:36][C@H:26]2[O:25][C@H:24]([C:40]3[CH:45]=[CH:44][CH:43]=[C:42]([O:46][CH3:47])[C:41]=3[O:48][CH3:49])[C:23]3[CH:50]=[C:19]([Cl:18])[CH:20]=[CH:21][C:22]=3[N:28]([CH2:29][C:30]([CH3:33])([CH3:34])[CH2:31][OH:32])[C:27]2=[O:35])[CH:59]=1)[CH3:53], predict the reactants needed to synthesize it. The reactants are: C(P(=O)(OCC)OCC)#N.C(N(CC)CC)C.[Cl:18][C:19]1[CH:20]=[CH:21][C:22]2[N:28]([CH2:29][C:30]([CH3:34])([CH3:33])[CH2:31][OH:32])[C:27](=[O:35])[C@@H:26]([CH2:36][C:37]([OH:39])=O)[O:25][C@H:24]([C:40]3[CH:45]=[CH:44][CH:43]=[C:42]([O:46][CH3:47])[C:41]=3[O:48][CH3:49])[C:23]=2[CH:50]=1.Cl.[CH2:52]([O:54][C:55](=[O:66])[CH2:56][CH2:57][C:58]1[CH:63]=[CH:62][CH:61]=[C:60]([CH2:64][NH2:65])[CH:59]=1)[CH3:53]. (6) Given the product [O:21]1[C:17]2[CH:16]=[CH:15][C:14]([C:11]3([C:9]([NH:8][C:6]4[N:7]=[C:2]([C:31]5[C:26]([O:25][CH3:24])=[N:27][CH:28]=[CH:29][CH:30]=5)[C:3]([CH3:23])=[CH:4][CH:5]=4)=[O:10])[CH2:13][CH2:12]3)=[CH:22][C:18]=2[CH2:19][CH2:20]1, predict the reactants needed to synthesize it. The reactants are: Cl[C:2]1[N:7]=[C:6]([NH:8][C:9]([C:11]2([C:14]3[CH:15]=[CH:16][C:17]4[O:21][CH2:20][CH2:19][C:18]=4[CH:22]=3)[CH2:13][CH2:12]2)=[O:10])[CH:5]=[CH:4][C:3]=1[CH3:23].[CH3:24][O:25][C:26]1[C:31](B(O)O)=[CH:30][CH:29]=[CH:28][N:27]=1.C(=O)([O-])[O-].[Na+].[Na+]. (7) Given the product [CH2:36]([O:35][C:32]1[C:31]2[C:26](=[CH:27][CH:28]=[CH:29][CH:30]=2)[N:25]=[C:24]([CH2:23][O:22][C:18]2[CH:19]=[CH:20][CH:21]=[C:16]([O:15][CH2:14][CH:11]3[CH2:12][CH2:13][NH:8][CH2:9][CH2:10]3)[CH:17]=2)[C:33]=1[CH3:34])[C:37]1[CH:38]=[CH:39][CH:40]=[CH:41][CH:42]=1, predict the reactants needed to synthesize it. The reactants are: C(OC(=O)N[N:8]1[CH2:13][CH2:12][CH:11]([CH2:14][O:15][C:16]2[CH:21]=[CH:20][CH:19]=[C:18]([O:22][CH2:23][C:24]3[C:33]([CH3:34])=[C:32]([O:35][CH2:36][C:37]4[CH:42]=[CH:41][CH:40]=[CH:39][CH:38]=4)[C:31]4[C:26](=[CH:27][CH:28]=[CH:29][CH:30]=4)[N:25]=3)[CH:17]=2)[CH2:10][CH2:9]1)(C)(C)C.C(OCC)(=O)C.Cl. (8) Given the product [N+:1]([C:4]1[CH:12]=[C:11]2[C:7]([CH:8]=[CH:9][N:10]2[CH2:15][C:16]2[CH:21]=[CH:20][CH:19]=[CH:18][N:17]=2)=[CH:6][CH:5]=1)([O-:3])=[O:2], predict the reactants needed to synthesize it. The reactants are: [N+:1]([C:4]1[CH:12]=[C:11]2[C:7]([CH:8]=[CH:9][NH:10]2)=[CH:6][CH:5]=1)([O-:3])=[O:2].Cl.Cl[CH2:15][C:16]1[CH:21]=[CH:20][CH:19]=[CH:18][N:17]=1.[Cl-].[NH4+]. (9) Given the product [Cl:1][C:2]1[CH:7]=[C:6]([N:8]([CH:16]2[CH2:17][CH2:18]2)[C:9](=[O:15])[O:10][C:11]([CH3:14])([CH3:13])[CH3:12])[N:5]2[N:19]=[CH:20][C:21]([CH:22]=[C:43]3[CH2:48][C:47](=[O:49])[NH:46][C:44]3=[O:45])=[C:4]2[N:3]=1, predict the reactants needed to synthesize it. The reactants are: [Cl:1][C:2]1[CH:7]=[C:6]([N:8]([CH:16]2[CH2:18][CH2:17]2)[C:9](=[O:15])[O:10][C:11]([CH3:14])([CH3:13])[CH3:12])[N:5]2[N:19]=[CH:20][C:21]([CH:22]=O)=[C:4]2[N:3]=1.C1(P(=[C:43]2[CH2:48][C:47](=[O:49])[NH:46][C:44]2=[O:45])(C2C=CC=CC=2)C2C=CC=CC=2)C=CC=CC=1. (10) Given the product [C:2]([C:3]1[C:4](=[O:5])[NH:6][C:7]2[C:8]([C:9]=1[OH:11])=[CH:13][CH:14]=[CH:15][N:16]=2)(=[O:1])[CH3:17], predict the reactants needed to synthesize it. The reactants are: [O:1]=[C:2]([CH3:17])[CH2:3][C:4]([NH:6][C:7]1[N:16]=[CH:15][CH:14]=[CH:13][C:8]=1[C:9]([O:11]C)=O)=[O:5].C[O-].[Na+].